Dataset: Reaction yield outcomes from USPTO patents with 853,638 reactions. Task: Predict the reaction yield, written as a fraction of the theoretical maximum amount of product (1.0 means a 100% yield; for example, 0.34 means a 34% yield). (1) The reactants are [CH3:1][S-:2].[Na+].CN(C=O)C.[Br:9][C:10]1[CH:15]=[CH:14][CH:13]=[C:12]([CH2:16]Br)[CH:11]=1. The catalyst is O. The product is [Br:9][C:10]1[CH:15]=[CH:14][CH:13]=[C:12]([CH2:16][S:2][CH3:1])[CH:11]=1. The yield is 0.685. (2) The reactants are Br[C:2]1[CH:3]=[C:4]([CH:8]([N:12]2[CH:16]=[C:15]([C:17]3[C:18]4[CH:25]=[CH:24][N:23]([CH2:26][O:27][CH2:28][CH2:29][Si:30]([CH3:33])([CH3:32])[CH3:31])[C:19]=4[N:20]=[CH:21][N:22]=3)[CH:14]=[N:13]2)[CH2:9][C:10]#[N:11])[CH:5]=[N:6][CH:7]=1.O1CCOCC1.CCN(C(C)C)C(C)C.[C:49]1([SH:55])[CH:54]=[CH:53][CH:52]=[CH:51][CH:50]=1. The catalyst is C1C=CC(/C=C/C(/C=C/C2C=CC=CC=2)=O)=CC=1.C1C=CC(/C=C/C(/C=C/C2C=CC=CC=2)=O)=CC=1.[Pd].CC1(C)C2C=CC=C(P(C3C=CC=CC=3)C3C=CC=CC=3)C=2OC2C1=CC=CC=2P(C1C=CC=CC=1)C1C=CC=CC=1. The product is [C:49]1([S:55][C:2]2[CH:3]=[C:4]([CH:8]([N:12]3[CH:16]=[C:15]([C:17]4[C:18]5[CH:25]=[CH:24][N:23]([CH2:26][O:27][CH2:28][CH2:29][Si:30]([CH3:33])([CH3:32])[CH3:31])[C:19]=5[N:20]=[CH:21][N:22]=4)[CH:14]=[N:13]3)[CH2:9][C:10]#[N:11])[CH:5]=[N:6][CH:7]=2)[CH:54]=[CH:53][CH:52]=[CH:51][CH:50]=1. The yield is 0.800. (3) The reactants are C1([O:7][C:8](=O)[NH:9][C:10]2[CH:15]=[CH:14][C:13]([O:16][C:17]3[C:26]4[C:21](=[CH:22][C:23]([O:29][CH3:30])=[C:24]([O:27][CH3:28])[CH:25]=4)[N:20]=[CH:19][CH:18]=3)=[CH:12][CH:11]=2)C=CC=CC=1.[CH:32]1([NH2:35])[CH2:34][CH2:33]1.C(OCC)(=O)C.O. The catalyst is CS(C)=O.CO. The product is [CH:32]1([NH:35][C:8]([NH:9][C:10]2[CH:15]=[CH:14][C:13]([O:16][C:17]3[C:26]4[C:21](=[CH:22][C:23]([O:29][CH3:30])=[C:24]([O:27][CH3:28])[CH:25]=4)[N:20]=[CH:19][CH:18]=3)=[CH:12][CH:11]=2)=[O:7])[CH2:34][CH2:33]1. The yield is 0.800. (4) The reactants are [Cl:1][C:2]1[CH:22]=[CH:21][C:5]([CH2:6][N:7]2[CH:12]=[C:11]([C:13]3[CH:18]=[CH:17][C:16]([OH:19])=[CH:15][CH:14]=3)[CH:10]=[CH:9][C:8]2=[O:20])=[C:4]([F:23])[CH:3]=1.C([O-])([O-])=O.[K+].[K+].Br[CH2:31][C:32]#[N:33]. The catalyst is C(#N)C. The product is [Cl:1][C:2]1[CH:22]=[CH:21][C:5]([CH2:6][N:7]2[C:8](=[O:20])[CH:9]=[CH:10][C:11]([C:13]3[CH:18]=[CH:17][C:16]([O:19][CH2:31][C:32]#[N:33])=[CH:15][CH:14]=3)=[CH:12]2)=[C:4]([F:23])[CH:3]=1. The yield is 0.420. (5) The reactants are [NH2:1][C:2]1[CH:3]=[C:4]([CH:9]=[C:10]([C:12]2[CH:17]=[CH:16][N:15]=[CH:14][CH:13]=2)[CH:11]=1)[C:5]([O:7][CH3:8])=[O:6].[C:18]([O:22][C:23]([C@@H:25]([CH2:29][C:30]1[CH:35]=[CH:34][CH:33]=[CH:32][CH:31]=1)[C:26](O)=[O:27])=[O:24])([CH3:21])([CH3:20])[CH3:19].C(N(C(C)C)CC)(C)C.F[P-](F)(F)(F)(F)F.N1(OC(N(C)C)=[N+](C)C)C2C=CC=CC=2N=N1. The catalyst is CN(C=O)C. The product is [C:18]([O:22][C:23]([C@@H:25]([CH2:29][C:30]1[CH:31]=[CH:32][CH:33]=[CH:34][CH:35]=1)[C:26]([NH:1][C:2]1[CH:3]=[C:4]([CH:9]=[C:10]([C:12]2[CH:17]=[CH:16][N:15]=[CH:14][CH:13]=2)[CH:11]=1)[C:5]([O:7][CH3:8])=[O:6])=[O:27])=[O:24])([CH3:21])([CH3:19])[CH3:20]. The yield is 0.310.